This data is from Retrosynthesis with 50K atom-mapped reactions and 10 reaction types from USPTO. The task is: Predict the reactants needed to synthesize the given product. (1) Given the product CCN(CC)C(=O)OCC1CN(C(=O)c2cc(OC)c(OC)c(OC)c2)CCN1, predict the reactants needed to synthesize it. The reactants are: CCN(CC)C(=O)OCC1CNCCN1.COc1cc(C(=O)Cl)cc(OC)c1OC. (2) Given the product CCCOC(=O)c1cc(CCCOC)nc2ccccc12, predict the reactants needed to synthesize it. The reactants are: CCCOC(=O)c1cc(/C=C/COC)nc2ccccc12. (3) Given the product O=C(O)c1cc([N+](=O)[O-])cc2cccnc12, predict the reactants needed to synthesize it. The reactants are: Nc1ccc([N+](=O)[O-])cc1C(=O)O.OCC(O)CO.